Dataset: Full USPTO retrosynthesis dataset with 1.9M reactions from patents (1976-2016). Task: Predict the reactants needed to synthesize the given product. (1) Given the product [F:1][C:2]1[CH:3]=[N:4][C:5]([O:11][CH3:12])=[C:6]([CH:10]=1)[C:7]([Cl:15])=[O:8], predict the reactants needed to synthesize it. The reactants are: [F:1][C:2]1[CH:3]=[N:4][C:5]([O:11][CH3:12])=[C:6]([CH:10]=1)[C:7](O)=[O:8].S(Cl)([Cl:15])=O. (2) Given the product [F:17][C:18]1[CH:23]=[CH:22][C:21]([C:24]2[CH:29]=[N:28][C:27]([CH:30]([NH:32][C:2]3[N:7]=[C:6]([N:8]4[C@@H:12]([CH:13]([CH3:15])[CH3:14])[CH2:11][O:10][C:9]4=[O:16])[CH:5]=[CH:4][N:3]=3)[CH3:31])=[N:26][CH:25]=2)=[CH:20][C:19]=1[CH3:33], predict the reactants needed to synthesize it. The reactants are: F[C:2]1[N:7]=[C:6]([N:8]2[C@@H:12]([CH:13]([CH3:15])[CH3:14])[CH2:11][O:10][C:9]2=[O:16])[CH:5]=[CH:4][N:3]=1.[F:17][C:18]1[CH:23]=[CH:22][C:21]([C:24]2[CH:25]=[N:26][C:27]([CH:30]([NH2:32])[CH3:31])=[N:28][CH:29]=2)=[CH:20][C:19]=1[CH3:33].C(N(C(C)C)CC)(C)C.O. (3) Given the product [O:25]1[CH2:26][CH2:27][CH2:28][CH:24]1[C:22]1[N:10]([S:7]([C:1]2[CH:6]=[CH:5][CH:4]=[CH:3][CH:2]=2)(=[O:9])=[O:8])[C:11]2[C:12]([CH:23]=1)=[CH:13][C:14]([S:17]([CH3:20])(=[O:19])=[O:18])=[CH:15][CH:16]=2, predict the reactants needed to synthesize it. The reactants are: [C:1]1([S:7]([NH:10][C:11]2[CH:16]=[CH:15][C:14]([S:17]([CH3:20])(=[O:19])=[O:18])=[CH:13][C:12]=2I)(=[O:9])=[O:8])[CH:6]=[CH:5][CH:4]=[CH:3][CH:2]=1.[C:22]([CH:24]1[CH2:28][CH2:27][CH2:26][O:25]1)#[CH:23].C(N(CC)CC)C.O. (4) Given the product [F:47][C:48]1[CH:56]=[CH:52][C:51]([N:57]2[N:61]=[CH:60][CH:59]=[N:58]2)=[C:50]([CH:49]=1)[C:4]([N:6]([C@H:8]1[CH2:12][CH2:11][CH2:10][C@@H:9]1[NH:13][C:14]1[S:15][C:16]2[CH:22]=[C:21]([F:23])[CH:20]=[CH:19][C:17]=2[N:18]=1)[CH3:7])=[O:5], predict the reactants needed to synthesize it. The reactants are: FC1C=CC=C(F)C=1[C:4]([N:6]([C@H:8]1[CH2:12][CH2:11][CH2:10][C@@H:9]1[NH:13][C:14]1[S:15][C:16]2[CH:22]=[C:21]([F:23])[CH:20]=[CH:19][C:17]=2[N:18]=1)[CH3:7])=[O:5].FC1C=CC2N=C(N[C@H]3CCC[C@@H]3NC)SC=2C=1.[F:47][C:48]1[CH:49]=[CH:50][C:51]([N:57]2[N:61]=[CH:60][CH:59]=[N:58]2)=[C:52]([CH:56]=1)C(O)=O. (5) Given the product [CH3:26][N:3]1[C:2]([C:35]2[CH:40]=[CH:39][CH:38]=[CH:37][CH:36]=2)=[C:10]2[C:5]([C:6]3([C:20]4[CH:25]=[CH:24][CH:23]=[CH:22][CH:21]=4)[CH2:18][CH2:17][C:12]4([O:13][CH2:14][CH2:15][O:16]4)[CH:11]([CH3:19])[CH:7]3[CH2:8][CH2:9]2)=[N:4]1, predict the reactants needed to synthesize it. The reactants are: Br[C:2]1[N:3]([CH3:26])[N:4]=[C:5]2[C:10]=1[CH2:9][CH2:8][CH:7]1[CH:11]([CH3:19])[C:12]3([CH2:17][CH2:18][C:6]21[C:20]1[CH:25]=[CH:24][CH:23]=[CH:22][CH:21]=1)[O:16][CH2:15][CH2:14][O:13]3.[O-]P([O-])([O-])=O.[K+].[K+].[K+].[C:35]1(B(O)O)[CH:40]=[CH:39][CH:38]=[CH:37][CH:36]=1.N#N. (6) Given the product [CH3:30][O:29][C:27]([N:24]1[CH2:23][CH2:22][CH:21]([O:20][C:18]([NH:17][C:11]2([C:9]([OH:10])=[O:8])[CH2:12][CH2:13][CH2:14][CH2:15][CH2:16]2)=[O:19])[CH2:26][CH2:25]1)=[O:28], predict the reactants needed to synthesize it. The reactants are: C([O:8][C:9]([C:11]1([NH:17][C:18]([O:20][CH:21]2[CH2:26][CH2:25][N:24]([C:27]([O:29][CH3:30])=[O:28])[CH2:23][CH2:22]2)=[O:19])[CH2:16][CH2:15][CH2:14][CH2:13][CH2:12]1)=[O:10])C1C=CC=CC=1. (7) Given the product [C:1]([O:5][C:6]([N:8]1[CH2:13][CH2:12][N:11]([C:14]2[CH:19]=[C:18]([N:20]([S:21]([C:24]3[CH:29]=[CH:28][CH:27]=[C:26]([O:30][CH:31]([F:32])[F:33])[CH:25]=3)(=[O:23])=[O:22])[CH2:39][CH2:40][CH3:41])[CH:17]=[CH:16][C:15]=2[O:34][CH3:35])[CH2:10][CH2:9]1)=[O:7])([CH3:4])([CH3:3])[CH3:2], predict the reactants needed to synthesize it. The reactants are: [C:1]([O:5][C:6]([N:8]1[CH2:13][CH2:12][N:11]([C:14]2[CH:19]=[C:18]([NH:20][S:21]([C:24]3[CH:29]=[CH:28][CH:27]=[C:26]([O:30][CH:31]([F:33])[F:32])[CH:25]=3)(=[O:23])=[O:22])[CH:17]=[CH:16][C:15]=2[O:34][CH3:35])[CH2:10][CH2:9]1)=[O:7])([CH3:4])([CH3:3])[CH3:2].[H-].[Na+].Br[CH2:39][CH2:40][CH3:41].